This data is from Reaction yield outcomes from USPTO patents with 853,638 reactions. The task is: Predict the reaction yield, written as a fraction of the theoretical maximum amount of product (1.0 means a 100% yield; for example, 0.34 means a 34% yield). The reactants are Br[C:2]1[CH:7]=[CH:6][C:5]([C:8]2[CH:9]=[N:10][N:11]([CH2:13][C:14]([CH3:17])([OH:16])[CH3:15])[CH:12]=2)=[CH:4][CH:3]=1.[B:18]1([B:18]2[O:22][C:21]([CH3:24])([CH3:23])[C:20]([CH3:26])([CH3:25])[O:19]2)[O:22][C:21]([CH3:24])([CH3:23])[C:20]([CH3:26])([CH3:25])[O:19]1.C([O-])(=O)C.[K+].C(Cl)Cl. The catalyst is C(#N)C.C1C=CC(P(C2C=CC=CC=2)[C-]2C=CC=C2)=CC=1.C1C=CC(P(C2C=CC=CC=2)[C-]2C=CC=C2)=CC=1.Cl[Pd]Cl.[Fe+2]. The product is [CH3:15][C:14]([OH:16])([CH3:17])[CH2:13][N:11]1[CH:12]=[C:8]([C:5]2[CH:6]=[CH:7][C:2]([B:18]3[O:22][C:21]([CH3:24])([CH3:23])[C:20]([CH3:26])([CH3:25])[O:19]3)=[CH:3][CH:4]=2)[CH:9]=[N:10]1. The yield is 0.250.